Dataset: Forward reaction prediction with 1.9M reactions from USPTO patents (1976-2016). Task: Predict the product of the given reaction. (1) Given the reactants [Br:1][C:2]1[C:3]([C:9]([O:11][CH3:12])=[O:10])=[CH:4][C:5]([OH:8])=[N:6][CH:7]=1.[CH:13](I)([CH3:15])[CH3:14], predict the reaction product. The product is: [Br:1][C:2]1[C:3]([C:9]([O:11][CH3:12])=[O:10])=[CH:4][C:5]([O:8][CH:13]([CH3:15])[CH3:14])=[N:6][CH:7]=1. (2) Given the reactants [NH2:1][C@@:2]1([CH2:23][CH:24]=[CH2:25])[CH2:7][CH2:6][N:5]([C:8]([O:10][C:11]([CH3:14])([CH3:13])[CH3:12])=[O:9])[C@@H:4]([C:15]2[CH:20]=[CH:19][C:18]([F:21])=[CH:17][C:16]=2[CH3:22])[CH2:3]1.[C:26](O[C:26]([O:28][CH2:29][C:30]1[CH:35]=[CH:34][CH:33]=[CH:32][CH:31]=1)=[O:27])([O:28][CH2:29][C:30]1[CH:35]=[CH:34][CH:33]=[CH:32][CH:31]=1)=[O:27].C1CCCCC1, predict the reaction product. The product is: [F:21][C:18]1[CH:19]=[CH:20][C:15]([C@H:4]2[CH2:3][C@:2]([NH:1][C:26]([O:28][CH2:29][C:30]3[CH:35]=[CH:34][CH:33]=[CH:32][CH:31]=3)=[O:27])([CH2:23][CH:24]=[CH2:25])[CH2:7][CH2:6][N:5]2[C:8]([O:10][C:11]([CH3:14])([CH3:13])[CH3:12])=[O:9])=[C:16]([CH3:22])[CH:17]=1.